This data is from Catalyst prediction with 721,799 reactions and 888 catalyst types from USPTO. The task is: Predict which catalyst facilitates the given reaction. (1) Reactant: [CH:1](=O)[C:2]1[CH:7]=[CH:6][CH:5]=[CH:4][CH:3]=1.[N:9]1[C:18]2[CH2:17][CH2:16][CH2:15][CH2:14][C:13]=2[CH:12]=[CH:11][CH:10]=1. Product: [CH:1](=[C:17]1[C:18]2[N:9]=[CH:10][CH:11]=[CH:12][C:13]=2[CH2:14][CH2:15][CH2:16]1)[C:2]1[CH:7]=[CH:6][CH:5]=[CH:4][CH:3]=1. The catalyst class is: 152. (2) Reactant: [CH3:1][CH:2]([OH:9])[CH2:3][CH2:4][CH2:5][CH2:6][CH2:7][CH3:8].OO. Product: [CH3:1][C:2](=[O:9])[CH2:3][CH2:4][CH2:5][CH2:6][CH2:7][CH3:8]. The catalyst class is: 553. (3) Reactant: [O:1]1[CH2:5][CH2:4][O:3][CH:2]1[C:6]1[S:7][CH:8]=[CH:9][N:10]=1.CCCCCC.C([Li])CCC.[CH3:22][O:23][CH2:24][C:25](OC)=[O:26].O. Product: [O:1]1[CH2:5][CH2:4][O:3][CH:2]1[C:6]1[S:7][C:8]([C:25](=[O:26])[CH2:24][O:23][CH3:22])=[CH:9][N:10]=1. The catalyst class is: 7. (4) Reactant: [CH3:1][N:2]1[C:8]2[CH:9]=[CH:10][CH:11]=[CH:12][C:7]=2[CH2:6][CH2:5][O:4][C:3]1=[O:13].[N+:14]([O-])([OH:16])=[O:15]. Product: [CH3:1][N:2]1[C:8]2[CH:9]=[CH:10][C:11]([N+:14]([O-:16])=[O:15])=[CH:12][C:7]=2[CH2:6][CH2:5][O:4][C:3]1=[O:13]. The catalyst class is: 82.